Dataset: Human liver microsome stability data. Task: Regression/Classification. Given a drug SMILES string, predict its absorption, distribution, metabolism, or excretion properties. Task type varies by dataset: regression for continuous measurements (e.g., permeability, clearance, half-life) or binary classification for categorical outcomes (e.g., BBB penetration, CYP inhibition). Dataset: hlm. (1) The molecule is CCc1nc2cc(Cl)ccn2c1C(=O)NCc1ccc(N2CCC(Cl)CC2)cc1. The result is 1 (stable in human liver microsomes). (2) The drug is COC(=O)Nc1ccc2c(c1)sc1ccc(S(=O)(=O)N[C@@H](C(=O)O)C(C)C)cc12. The result is 0 (unstable in human liver microsomes).